Predict the product of the given reaction. From a dataset of Forward reaction prediction with 1.9M reactions from USPTO patents (1976-2016). (1) The product is: [NH2:9][CH2:8][C:7]1[C:6](=[O:10])[N:5]2[N:11]([CH2:14][O:15][CH2:16][CH2:17][Si:18]([CH3:21])([CH3:20])[CH3:19])[CH:12]=[CH:13][C:4]2=[CH:3][C:2]=1[CH3:1]. Given the reactants [CH3:1][C:2]1[CH:3]=[C:4]2[CH:13]=[CH:12][N:11]([CH2:14][O:15][CH2:16][CH2:17][Si:18]([CH3:21])([CH3:20])[CH3:19])[N:5]2[C:6](=[O:10])[C:7]=1[C:8]#[N:9], predict the reaction product. (2) Given the reactants [N:1]1([C:5]2[CH:10]=[C:9]([NH:11][C:12]3[NH:13][N:14]=[C:15]([CH3:17])[CH:16]=3)[N:8]=[C:7]([S:18][C:19]3[CH:27]=[CH:26][C:22]([C:23](O)=[O:24])=[CH:21][CH:20]=3)[N:6]=2)[CH2:4][CH2:3][CH2:2]1.[CH:28]1([NH2:33])[CH2:32][CH2:31][CH2:30][CH2:29]1.F[B-](F)(F)F.CN(C)C(O)=[N+](C)C.C(N(C(C)C)CC)(C)C, predict the reaction product. The product is: [N:1]1([C:5]2[CH:10]=[C:9]([NH:11][C:12]3[NH:13][N:14]=[C:15]([CH3:17])[CH:16]=3)[N:8]=[C:7]([S:18][C:19]3[CH:27]=[CH:26][C:22]([C:23]([NH:33][CH:28]4[CH2:32][CH2:31][CH2:30][CH2:29]4)=[O:24])=[CH:21][CH:20]=3)[N:6]=2)[CH2:2][CH2:3][CH2:4]1. (3) Given the reactants [Cl:1][C:2]1[CH:11]=[CH:10][C:5]2[N:6]=[C:7]([NH2:9])[S:8][C:4]=2[CH:3]=1.[F:12][C:13]([F:24])([F:23])[C:14]1[CH:15]=[C:16]([CH:20]=[CH:21][CH:22]=1)[C:17](Cl)=[O:18].C[O:26][C:27]1[CH:36]=CC2N=C(N)SC=2C=1.ClC1C=C(C=CC=1)C(Cl)=[O:42], predict the reaction product. The product is: [Cl:1][C:2]1[CH:11]=[CH:10][C:5]2[N:6]([CH2:36][C:27]([OH:26])=[O:42])[C:7](=[N:9][C:17](=[O:18])[C:16]3[CH:20]=[CH:21][CH:22]=[C:14]([C:13]([F:24])([F:23])[F:12])[CH:15]=3)[S:8][C:4]=2[CH:3]=1. (4) Given the reactants [Li+].C[Si]([N-][Si](C)(C)C)(C)C.C1COCC1.F[C:17]1[C:22]([C:23]2[N:28]=[C:27]([CH3:29])[N:26]=[C:25]([S:30][CH3:31])[N:24]=2)=[CH:21][C:20]([CH2:32][N:33]2[CH2:38][CH2:37][N:36]([S:39]([CH3:42])(=[O:41])=[O:40])[CH2:35][CH2:34]2)=[CH:19][N:18]=1.[NH2:43][C:44]1[CH:45]=[N:46][C:47]([O:50][CH3:51])=[CH:48][CH:49]=1, predict the reaction product. The product is: [CH3:51][O:50][C:47]1[N:46]=[CH:45][C:44]([NH:43][C:17]2[C:22]([C:23]3[N:28]=[C:27]([CH3:29])[N:26]=[C:25]([S:30][CH3:31])[N:24]=3)=[CH:21][C:20]([CH2:32][N:33]3[CH2:38][CH2:37][N:36]([S:39]([CH3:42])(=[O:40])=[O:41])[CH2:35][CH2:34]3)=[CH:19][N:18]=2)=[CH:49][CH:48]=1. (5) The product is: [NH2:20][C:13]1[C:12]2[C:16](=[CH:17][CH:18]=[CH:19][C:11]=2[C:8]2[CH:9]=[CH:10][C:5]([CH2:4][C:3]([OH:21])=[O:2])=[CH:6][CH:7]=2)[NH:15][N:14]=1. Given the reactants C[O:2][C:3](=[O:21])[CH2:4][C:5]1[CH:10]=[CH:9][C:8]([C:11]2[CH:19]=[CH:18][CH:17]=[C:16]3[C:12]=2[C:13]([NH2:20])=[N:14][NH:15]3)=[CH:7][CH:6]=1.Cl, predict the reaction product.